Dataset: Reaction yield outcomes from USPTO patents with 853,638 reactions. Task: Predict the reaction yield, written as a fraction of the theoretical maximum amount of product (1.0 means a 100% yield; for example, 0.34 means a 34% yield). (1) The reactants are [C:1]([O:5][C:6]([N:8]1[CH2:13][CH2:12][CH:11]([CH2:14]O)[CH2:10][CH2:9]1)=[O:7])([CH3:4])([CH3:3])[CH3:2].C(N(C(C)C)CC)(C)C.FC(F)(F)S(O)(=O)=O.[NH:33]1[CH:37]=[N:36][CH:35]=[N:34]1.C(=O)([O-])O.[Na+]. The catalyst is ClCCl.C1COCC1. The product is [C:1]([O:5][C:6]([N:8]1[CH2:13][CH2:12][CH:11]([CH2:14][N:33]2[CH:37]=[N:36][CH:35]=[N:34]2)[CH2:10][CH2:9]1)=[O:7])([CH3:4])([CH3:3])[CH3:2]. The yield is 0.360. (2) The reactants are C[N+:2]([O-])([C:10]1[CH:15]=[CH:14][CH:13]=[CH:12]N=1)[C:3](=[O:9])[O:4][C:5]([CH3:8])([CH3:7])[CH3:6].C[Si](C#[N:22])(C)C.CN(C)C(Cl)=O.[N+:29]([CH2:32][CH3:33])([O-])=O. No catalyst specified. The product is [C:32]([C:33]1[N:22]=[C:15]([CH2:10][NH:2][C:3](=[O:9])[O:4][C:5]([CH3:8])([CH3:7])[CH3:6])[CH:14]=[CH:13][CH:12]=1)#[N:29]. The yield is 0.770.